Dataset: Catalyst prediction with 721,799 reactions and 888 catalyst types from USPTO. Task: Predict which catalyst facilitates the given reaction. (1) The catalyst class is: 8. Reactant: [Cl:1][C:2]1[CH:3]=[CH:4][C:5]2[N:11]3[C:12]([C:15]([F:18])([F:17])[F:16])=[N:13][N:14]=[C:10]3[CH:9]([CH2:19][C:20]([O:22][CH3:23])=[O:21])[S:8][CH:7]([C:24]3[CH:29]=[CH:28][CH:27]=[C:26]([O:30][CH3:31])[C:25]=3[O:32][C:33]([F:36])([F:35])[F:34])[C:6]=2[CH:37]=1. Product: [Cl:1][C:2]1[CH:3]=[CH:4][C:5]2[N:11]3[C:12]([C:15]([F:18])([F:17])[F:16])=[N:13][N:14]=[C:10]3[C@@H:9]([CH2:19][C:20]([O:22][CH3:23])=[O:21])[S:8][C@H:7]([C:24]3[CH:29]=[CH:28][CH:27]=[C:26]([O:30][CH3:31])[C:25]=3[O:32][C:33]([F:36])([F:34])[F:35])[C:6]=2[CH:37]=1. (2) Reactant: [CH:1]1([O:6][C:7]2[CH:8]=[C:9]([C:15]3[CH2:19][C:18]([CH3:22])([C:20]#[N:21])[O:17][N:16]=3)[CH:10]=[CH:11][C:12]=2[O:13][CH3:14])[CH2:5][CH2:4][CH2:3][CH2:2]1.C(=O)([O-])[O-].[K+].[K+].Cl.[NH2:30][OH:31]. Product: [CH:1]1([O:6][C:7]2[CH:8]=[C:9]([C:15]3[CH2:19][C:18]([CH3:22])([C:20]([NH:30][OH:31])=[NH:21])[O:17][N:16]=3)[CH:10]=[CH:11][C:12]=2[O:13][CH3:14])[CH2:2][CH2:3][CH2:4][CH2:5]1. The catalyst class is: 8. (3) Reactant: [Cl:1][C:2]1[CH:7]=[CH:6][C:5]([F:8])=[CH:4][C:3]=1[N:9]1[CH2:15][CH2:14][CH2:13][N:12](C(OC(C)(C)C)=O)[CH2:11][CH2:10]1.Cl.O1CCOCC1. Product: [ClH:1].[Cl:1][C:2]1[CH:7]=[CH:6][C:5]([F:8])=[CH:4][C:3]=1[N:9]1[CH2:15][CH2:14][CH2:13][NH:12][CH2:11][CH2:10]1. The catalyst class is: 27. (4) Reactant: C([O:3][C:4]([C:6]1[NH:7][C:8]([CH3:14])=[C:9]([CH:12]=[O:13])[C:10]=1[CH3:11])=[O:5])C.[OH-].[Na+].O.Cl. Product: [CH3:11][C:10]1[C:9]([CH:12]=[O:13])=[C:8]([CH3:14])[NH:7][C:6]=1[C:4]([OH:5])=[O:3]. The catalyst class is: 8. (5) Reactant: [OH:1][C:2]1[CH:7]=[CH:6][N:5]2[N:8]=[C:9]([C:21]3[CH:26]=[CH:25][CH:24]=[CH:23][CH:22]=3)[C:10]([C:11]3[CH:12]=[CH:13][C:14](=[O:20])[N:15]([CH:17]([CH3:19])[CH3:18])[N:16]=3)=[C:4]2[CH:3]=1.[H-].[Na+].[CH2:29](Br)[C:30]1[CH:35]=[CH:34][CH:33]=[CH:32][CH:31]=1.O. The catalyst class is: 9. Product: [CH2:29]([O:1][C:2]1[CH:7]=[CH:6][N:5]2[N:8]=[C:9]([C:21]3[CH:22]=[CH:23][CH:24]=[CH:25][CH:26]=3)[C:10]([C:11]3[CH:12]=[CH:13][C:14](=[O:20])[N:15]([CH:17]([CH3:19])[CH3:18])[N:16]=3)=[C:4]2[CH:3]=1)[C:30]1[CH:35]=[CH:34][CH:33]=[CH:32][CH:31]=1. (6) Reactant: [CH2:1]1[C@@H:5]([OH:6])[C@H:4](/[CH:7]=[CH:8]/[C@@H:9]([OH:22])[CH2:10][O:11][C:12]2[CH:17]=[C:16]([C:18]([F:21])([F:20])[F:19])[CH:15]=[CH:14][CH:13]=2)[C@@H:3]([CH2:23]/[CH:24]=[CH:25]\[CH2:26][CH2:27][CH2:28][C:29]([OH:31])=[O:30])[C@H:2]1[OH:32].[NH2:33][C@H:34]([C:43]([OH:45])=[O:44])[CH2:35][CH2:36][CH2:37][CH2:38][NH:39][C:40]([NH2:42])=[NH:41]. The catalyst class is: 24. Product: [CH3:35][CH:34]([O:30][C:29]([CH2:28][CH2:27][CH2:26]/[CH:25]=[CH:24]\[CH2:23][C@@H:3]1[C@@H:4](/[CH:7]=[CH:8]/[C@@H:9]([OH:22])[CH2:10][O:11][C:12]2[CH:13]=[CH:14][CH:15]=[C:16]([C:18]([F:21])([F:20])[F:19])[CH:17]=2)[C@H:5]([OH:6])[CH2:1][C@@H:2]1[OH:32])=[O:31])[CH3:43].[NH2:33][C@H:34]([C:43]([OH:45])=[O:44])[CH2:35][CH2:36][CH2:37][CH2:38][NH:39][C:40]([NH2:42])=[NH:41].